Dataset: Full USPTO retrosynthesis dataset with 1.9M reactions from patents (1976-2016). Task: Predict the reactants needed to synthesize the given product. The reactants are: C[O:2][C:3](=[O:37])[CH2:4][O:5][C:6]1[CH:11]=[CH:10][C:9]([O:12][CH2:13][C:14]2[N:19]=[C:18]([C:20]3[CH:25]=[CH:24][C:23]([O:26][CH3:27])=[CH:22][CH:21]=3)[CH:17]=[C:16]([C:28]3[CH:33]=[CH:32][C:31]([O:34][CH3:35])=[CH:30][CH:29]=3)[N:15]=2)=[CH:8][C:7]=1[CH3:36].O.[OH-].[Li+].O. Given the product [CH3:35][O:34][C:31]1[CH:30]=[CH:29][C:28]([C:16]2[CH:17]=[C:18]([C:20]3[CH:21]=[CH:22][C:23]([O:26][CH3:27])=[CH:24][CH:25]=3)[N:19]=[C:14]([CH2:13][O:12][C:9]3[CH:10]=[CH:11][C:6]([O:5][CH2:4][C:3]([OH:37])=[O:2])=[C:7]([CH3:36])[CH:8]=3)[N:15]=2)=[CH:33][CH:32]=1, predict the reactants needed to synthesize it.